Dataset: Reaction yield outcomes from USPTO patents with 853,638 reactions. Task: Predict the reaction yield, written as a fraction of the theoretical maximum amount of product (1.0 means a 100% yield; for example, 0.34 means a 34% yield). (1) The reactants are OC1C=CC(C2C3C=C(N(C)C)C=CC=3S(=O)(=O)CCC2)=CC=1.[O:24]=[S:25](=[O:37])([CH3:36])[O:26][CH2:27][CH2:28][CH2:29][CH2:30]OS(=O)(C)=O.C(=O)([O-])[O-].[K+].[K+]. The catalyst is CC(C)=O. The product is [S:25]([O:26][CH2:27][CH2:28][CH2:29][CH3:30])(=[O:37])(=[O:24])[CH3:36]. The yield is 0.770. (2) The reactants are [N+:1]([C:4]1[CH:5]=[CH:6][CH:7]=[C:8]2[C:13]=1[N:12]=[CH:11][CH:10]=[C:9]2[O:14][C:15]1[CH:20]=[CH:19][C:18]([NH:21][C:22]([NH:24][C:25]2[CH:30]=[CH:29][C:28]([Cl:31])=[C:27]([C:32]([F:35])([F:34])[F:33])[CH:26]=2)=[O:23])=[CH:17][CH:16]=1)([O-])=O.[Sn](Cl)Cl. The catalyst is C(O)C. The product is [NH2:1][C:4]1[CH:5]=[CH:6][CH:7]=[C:8]2[C:13]=1[N:12]=[CH:11][CH:10]=[C:9]2[O:14][C:15]1[CH:16]=[CH:17][C:18]([NH:21][C:22]([NH:24][C:25]2[CH:30]=[CH:29][C:28]([Cl:31])=[C:27]([C:32]([F:35])([F:34])[F:33])[CH:26]=2)=[O:23])=[CH:19][CH:20]=1. The yield is 0.750. (3) No catalyst specified. The yield is 0.760. The product is [CH2:29]([NH:28][C:26](=[O:27])[C:25]1[CH:36]=[CH:37][N:38]=[C:23]([NH:22][C:15](=[O:16])[C:14]2[CH:18]=[CH:19][CH:20]=[CH:21][C:13]=2[O:12][CH3:11])[CH:24]=1)[C:30]1[CH:35]=[CH:34][CH:33]=[CH:32][CH:31]=1. The reactants are FC1C=CC=CC=1C(Cl)=O.[CH3:11][O:12][C:13]1[CH:21]=[CH:20][CH:19]=[CH:18][C:14]=1[C:15](Cl)=[O:16].[NH2:22][C:23]1[CH:24]=[C:25]([CH:36]=[CH:37][N:38]=1)[C:26]([NH:28][CH2:29][C:30]1[CH:35]=[CH:34][CH:33]=[CH:32][CH:31]=1)=[O:27]. (4) The reactants are Cl[C:2]1[CH:7]=[C:6]([Cl:8])[N:5]=[C:4]([CH3:9])[N:3]=1.[CH3:10][O:11][C:12]1[CH:19]=[CH:18][C:15]([CH2:16][NH2:17])=[CH:14][CH:13]=1.C(N(CC)CC)C. The catalyst is CN(C=O)C. The product is [Cl:8][C:6]1[N:5]=[C:4]([CH3:9])[N:3]=[C:2]([NH:17][CH2:16][C:15]2[CH:18]=[CH:19][C:12]([O:11][CH3:10])=[CH:13][CH:14]=2)[CH:7]=1. The yield is 0.980.